Task: Regression/Classification. Given a drug SMILES string, predict its absorption, distribution, metabolism, or excretion properties. Task type varies by dataset: regression for continuous measurements (e.g., permeability, clearance, half-life) or binary classification for categorical outcomes (e.g., BBB penetration, CYP inhibition). Dataset: cyp2c9_veith.. Dataset: CYP2C9 inhibition data for predicting drug metabolism from PubChem BioAssay (1) The molecule is COc1ccccc1-c1cc(NCc2cccc(C)c2)ncn1. The result is 0 (non-inhibitor). (2) The molecule is Cc1ccc(/C(N)=N/OC(=O)Cc2cccs2)cc1. The result is 1 (inhibitor). (3) The drug is COc1nc(OCCNC(C)=O)nc(N(C)C)n1. The result is 0 (non-inhibitor). (4) The compound is O=c1c(-c2ccccc2)nc2cnc(N3CCOCC3)nc2n1-c1ccccc1. The result is 0 (non-inhibitor). (5) The compound is CCCOc1ccc(C(=O)CCNc2ccc(C)c(Cl)c2)cc1. The result is 0 (non-inhibitor). (6) The drug is Cc1cc(C)cc(Oc2coc3cc(OC(=O)c4cccs4)ccc3c2=O)c1. The result is 0 (non-inhibitor). (7) The molecule is c1ccc(-c2cccc(N3CCC4(CCNCC4)CC3)c2)cc1. The result is 0 (non-inhibitor). (8) The compound is Fc1ccc(CSc2ncnc3sc4c(c23)CCCC4)cc1. The result is 1 (inhibitor). (9) The compound is CN1[C@H]2CC[C@@H]1CC(NC(=O)c1nn(C)c3ccccc13)C2. The result is 0 (non-inhibitor). (10) The molecule is NC(=O)Nc1cc([As](=O)(O)O)cc(I)c1O. The result is 0 (non-inhibitor).